The task is: Predict the reactants needed to synthesize the given product.. This data is from Full USPTO retrosynthesis dataset with 1.9M reactions from patents (1976-2016). Given the product [C:15]1([C@H:14]2[CH2:13][N:12]([C:21](=[O:26])[C:22]([F:24])([F:25])[F:23])[CH2:11][C@@H:10]2[CH2:9][OH:8])[CH:20]=[CH:19][CH:18]=[CH:17][CH:16]=1, predict the reactants needed to synthesize it. The reactants are: [Si]([O:8][CH2:9][C@@H:10]1[C@@H:14]([C:15]2[CH:20]=[CH:19][CH:18]=[CH:17][CH:16]=2)[CH2:13][N:12]([C:21](=[O:26])[C:22]([F:25])([F:24])[F:23])[CH2:11]1)(C(C)(C)C)(C)C.CCCC[N+](CCCC)(CCCC)CCCC.[F-].